From a dataset of Reaction yield outcomes from USPTO patents with 853,638 reactions. Predict the reaction yield, written as a fraction of the theoretical maximum amount of product (1.0 means a 100% yield; for example, 0.34 means a 34% yield). (1) The reactants are Br[C:2]1[CH:3]=[CH:4][C:5]([F:18])=[C:6]([C:8]2[CH:13]=[CH:12][C:11]([S:14]([NH2:17])(=[O:16])=[O:15])=[CH:10][CH:9]=2)[CH:7]=1.[B:19]1([B:19]2[O:23][C:22]([CH3:25])([CH3:24])[C:21]([CH3:27])([CH3:26])[O:20]2)[O:23][C:22]([CH3:25])([CH3:24])[C:21]([CH3:27])([CH3:26])[O:20]1.CC([O-])=O.[K+]. The catalyst is O1CCOCC1.CS(C)=O.C1C=CC(P(C2C=CC=CC=2)[C-]2C=CC=C2)=CC=1.C1C=CC(P(C2C=CC=CC=2)[C-]2C=CC=C2)=CC=1.Cl[Pd]Cl.[Fe+2]. The product is [F:18][C:5]1[CH:4]=[CH:3][C:2]([B:19]2[O:23][C:22]([CH3:25])([CH3:24])[C:21]([CH3:27])([CH3:26])[O:20]2)=[CH:7][C:6]=1[C:8]1[CH:13]=[CH:12][C:11]([S:14]([NH2:17])(=[O:16])=[O:15])=[CH:10][CH:9]=1. The yield is 0.810. (2) The reactants are [Cl:1][C:2]1[C:3]([O:12][C:13]2[CH:18]=[C:17]([O:19][CH2:20][CH2:21][C:22]3([CH3:27])[O:26][CH2:25][CH2:24][O:23]3)[CH:16]=[CH:15][C:14]=2/[CH:28]=[CH:29]/[C:30]([O:32]CC)=[O:31])=[N:4][CH:5]=[C:6]([C:8]([F:11])([F:10])[F:9])[CH:7]=1.O1CCCC1.[OH-].[Na+].Cl. The catalyst is O.C(O)C. The product is [Cl:1][C:2]1[C:3]([O:12][C:13]2[CH:18]=[C:17]([O:19][CH2:20][CH2:21][C:22]3([CH3:27])[O:26][CH2:25][CH2:24][O:23]3)[CH:16]=[CH:15][C:14]=2/[CH:28]=[CH:29]/[C:30]([OH:32])=[O:31])=[N:4][CH:5]=[C:6]([C:8]([F:10])([F:9])[F:11])[CH:7]=1. The yield is 0.690. (3) The reactants are C(N1C(=O)C=CC([C:15]2[C:23]3[C:18](=[C:19]([F:25])[CH:20]=[C:21]([F:24])[CH:22]=3)[N:17](CC(O)=O)[C:16]=2[CH3:30])=N1)C1C=CC=CC=1.FC1C=C(F)C=CC=1N.N1C2C(=CC=CC=2)C=C1. No catalyst specified. The product is [F:24][C:21]1[CH:22]=[C:23]2[C:18](=[C:19]([F:25])[CH:20]=1)[NH:17][C:16]([CH3:30])=[CH:15]2. The yield is 0.240. (4) The reactants are [O:1]1[C:5]2([CH2:10][CH2:9][CH:8]([NH:11][C:12]3[NH:16][CH:15]=[N:14][N:13]=3)[CH2:7][CH2:6]2)[O:4][CH2:3][CH2:2]1.[C:17]([C:19]1[CH:24]=[CH:23][CH:22]=[CH:21][C:20]=1[C:25]1[S:29][C:28]([CH2:30][CH:31]([C:37](=O)[CH2:38][CH2:39][CH3:40])[C:32](OCC)=[O:33])=[CH:27][CH:26]=1)#[N:18].N12CCCN=C1CCCCC2.C(N(CC)C1C=CC=CC=1)C. The product is [O:1]1[C:5]2([CH2:6][CH2:7][CH:8]([N:11]3[C:32](=[O:33])[C:31]([CH2:30][C:28]4[S:29][C:25]([C:20]5[CH:21]=[CH:22][CH:23]=[CH:24][C:19]=5[C:17]#[N:18])=[CH:26][CH:27]=4)=[C:37]([CH2:38][CH2:39][CH3:40])[N:13]4[N:14]=[CH:15][N:16]=[C:12]34)[CH2:9][CH2:10]2)[O:4][CH2:3][CH2:2]1. The yield is 0.340. The catalyst is Cl. (5) The reactants are [F:1][C:2]1[CH:23]=[CH:22][CH:21]=[CH:20][C:3]=1[CH2:4][S:5][CH:6]1[CH2:11][CH2:10][N:9]([CH2:12][C:13]2[C:14](=[O:19])[NH:15][CH:16]=[CH:17][N:18]=2)[CH2:8][CH2:7]1.ClC1C=CC=C(C(OO)=[O:32])C=1.S([O-])([O-])(=O)=S.[Na+].[Na+]. The catalyst is ClCCl. The product is [F:1][C:2]1[CH:23]=[CH:22][CH:21]=[CH:20][C:3]=1[CH2:4][S:5]([CH:6]1[CH2:7][CH2:8][N:9]([CH2:12][C:13]2[C:14](=[O:19])[NH:15][CH:16]=[CH:17][N:18]=2)[CH2:10][CH2:11]1)=[O:32]. The yield is 0.270. (6) The reactants are [OH:1][C:2]([CH3:34])([CH3:33])[CH2:3][C@@:4]1([C:27]2[CH:32]=[CH:31][CH:30]=[CH:29][CH:28]=2)[O:9][C:8](=[O:10])[N:7]([C@H:11]([C:13]2[CH:18]=[CH:17][C:16]([C:19]3[CH:26]=[CH:25][C:22]([C:23]#[N:24])=[CH:21][N:20]=3)=[CH:15][CH:14]=2)[CH3:12])[CH2:6][CH2:5]1.OO.C([O-])([O-])=[O:38].[K+].[K+]. The product is [OH:1][C:2]([CH3:33])([CH3:34])[CH2:3][C@@:4]1([C:27]2[CH:28]=[CH:29][CH:30]=[CH:31][CH:32]=2)[O:9][C:8](=[O:10])[N:7]([C@H:11]([C:13]2[CH:18]=[CH:17][C:16]([C:19]3[CH:26]=[CH:25][C:22]([C:23]([NH2:24])=[O:38])=[CH:21][N:20]=3)=[CH:15][CH:14]=2)[CH3:12])[CH2:6][CH2:5]1. The yield is 0.450. The catalyst is CS(C)=O. (7) The reactants are C([O:8][C:9]1[CH:10]=[C:11]([CH:15]=[CH:16][C:17]=1[C:18]([F:21])([F:20])[F:19])[C:12]([OH:14])=[O:13])C1C=CC=CC=1.[H][H]. The catalyst is [Pd].CO.C(OCC)(=O)C. The product is [OH:8][C:9]1[CH:10]=[C:11]([CH:15]=[CH:16][C:17]=1[C:18]([F:19])([F:20])[F:21])[C:12]([OH:14])=[O:13]. The yield is 0.860. (8) The reactants are C([O:3][C:4](=[O:27])[CH:5]([CH:11]([C:21]1[CH:26]=[CH:25][CH:24]=[CH:23][CH:22]=1)[C:12]1[C:16]2[CH:17]=[N:18][CH:19]=[CH:20][C:15]=2[NH:14][CH:13]=1)[C:6]([O:8]CC)=[O:7])C.[OH-].[Na+]. The catalyst is CCO. The product is [C:21]1([CH:11]([C:12]2[C:16]3[CH:17]=[N:18][CH:19]=[CH:20][C:15]=3[NH:14][CH:13]=2)[CH:5]([C:4]([OH:27])=[O:3])[C:6]([OH:8])=[O:7])[CH:26]=[CH:25][CH:24]=[CH:23][CH:22]=1. The yield is 0.520. (9) The reactants are [CH3:1][NH:2][C@@H:3]1[C:8]2[CH:9]=[CH:10][CH:11]=[CH:12][C:7]=2[C@H:6]([C:13]2[CH:14]=[CH:15][C:16]([Cl:20])=[C:17]([Cl:19])[CH:18]=2)[CH2:5][CH2:4]1.[ClH:21]. The catalyst is O. The product is [CH3:1][NH:2][C@@H:3]1[C:8]2[CH:9]=[CH:10][CH:11]=[CH:12][C:7]=2[C@H:6]([C:13]2[CH:14]=[CH:15][C:16]([Cl:20])=[C:17]([Cl:19])[CH:18]=2)[CH2:5][CH2:4]1.[ClH:21]. The yield is 0.768.